Task: Predict the product of the given reaction.. Dataset: Forward reaction prediction with 1.9M reactions from USPTO patents (1976-2016) (1) Given the reactants S(C)C.[NH2:4][C:5]1[C:6]([C:18]([O:20][CH2:21][CH3:22])=[O:19])=[N:7][CH:8]=[C:9]([CH2:11][C:12]2[CH:17]=[CH:16][CH:15]=[CH:14][CH:13]=2)[CH:10]=1.[CH3:23][S:24]([C:27]1[CH:34]=[CH:33][C:30]([CH:31]=O)=[CH:29][CH:28]=1)(=[O:26])=[O:25], predict the reaction product. The product is: [CH2:11]([C:9]1[CH:10]=[C:5]([NH:4][CH2:31][C:30]2[CH:29]=[CH:28][C:27]([S:24]([CH3:23])(=[O:26])=[O:25])=[CH:34][CH:33]=2)[C:6]([C:18]([O:20][CH2:21][CH3:22])=[O:19])=[N:7][CH:8]=1)[C:12]1[CH:17]=[CH:16][CH:15]=[CH:14][CH:13]=1. (2) Given the reactants [CH:1]([C@H:4]1[C:8]([C:15]2[CH:20]=[CH:19][CH:18]=[CH:17][CH:16]=2)([C:9]2[CH:14]=[CH:13][CH:12]=[CH:11][CH:10]=2)[O:7][C:6](=[O:21])[N:5]1C(=O)C[C@@H](C1C=CC=CC=1C(F)(F)F)C[N+]([O-])=O)([CH3:3])[CH3:2].CO.C[O-].[Na+].Cl, predict the reaction product. The product is: [CH:1]([C@H:4]1[C:8]([C:15]2[CH:16]=[CH:17][CH:18]=[CH:19][CH:20]=2)([C:9]2[CH:14]=[CH:13][CH:12]=[CH:11][CH:10]=2)[O:7][C:6](=[O:21])[NH:5]1)([CH3:3])[CH3:2]. (3) Given the reactants [Cl:1][C:2]1[C:3]([CH:19]=C)=[CH:4][C:5]2[C:14]3[C:9](=[C:10]([CH3:15])[N:11]=[CH:12][CH:13]=3)[C:8](=[O:16])[N:7]([CH3:17])[C:6]=2[CH:18]=1.CC1C=CC=C(C)N=1.I([O-])(=O)(=O)=[O:30].[Na+], predict the reaction product. The product is: [Cl:1][C:2]1[C:3]([CH:19]=[O:30])=[CH:4][C:5]2[C:14]3[C:9](=[C:10]([CH3:15])[N:11]=[CH:12][CH:13]=3)[C:8](=[O:16])[N:7]([CH3:17])[C:6]=2[CH:18]=1. (4) Given the reactants [N+:1]([C:4]1[C:5]([C:17]#[N:18])=[C:6]2[CH:15]=[CH:14][CH:13]=[C:12]3[C:7]2=[C:8]([CH:16]=1)[CH2:9][O:10][CH2:11]3)([O-])=O.[Sn]Cl.Cl.[OH-].[Na+], predict the reaction product. The product is: [NH2:1][C:4]1[C:5]([C:17]#[N:18])=[C:6]2[CH:15]=[CH:14][CH:13]=[C:12]3[C:7]2=[C:8]([CH:16]=1)[CH2:9][O:10][CH2:11]3. (5) Given the reactants [CH2:1]([C:8]1[NH:36][C:11]2[N:12]=[N:13][C:14]([C:16]#[C:17][CH2:18][CH2:19][CH2:20][C:21]3[S:25][C:24]([NH:26][C:27](=[O:35])[CH2:28][C:29]4[CH:34]=[CH:33][CH:32]=[CH:31][CH:30]=4)=[N:23][N:22]=3)=[CH:15][C:10]=2[CH:9]=1)[C:2]1[CH:7]=[CH:6][CH:5]=[CH:4][CH:3]=1, predict the reaction product. The product is: [CH2:1]([C:8]1[NH:36][C:11]2[N:12]=[N:13][C:14]([CH2:16][CH2:17][CH2:18][CH2:19][CH2:20][C:21]3[S:25][C:24]([NH:26][C:27](=[O:35])[CH2:28][C:29]4[CH:34]=[CH:33][CH:32]=[CH:31][CH:30]=4)=[N:23][N:22]=3)=[CH:15][C:10]=2[CH:9]=1)[C:2]1[CH:3]=[CH:4][CH:5]=[CH:6][CH:7]=1. (6) Given the reactants Cl[C:2]1[C:7]([C:8]2[CH:13]=[CH:12][N:11]3[N:14]=[CH:15][C:16]([C:17]#[N:18])=[C:10]3[N:9]=2)=[CH:6][CH:5]=[CH:4][N:3]=1.Br[C:20]1[CH:25]=[CH:24][CH:23]=[C:22]([C:26]([F:29])([F:28])[F:27])[N:21]=1, predict the reaction product. The product is: [F:27][C:26]([F:29])([F:28])[C:22]1[N:21]=[C:20]([C:2]2[C:7]([C:8]3[CH:13]=[CH:12][N:11]4[N:14]=[CH:15][C:16]([C:17]#[N:18])=[C:10]4[N:9]=3)=[CH:6][CH:5]=[CH:4][N:3]=2)[CH:25]=[CH:24][CH:23]=1. (7) Given the reactants [C:1]([Si:5]([CH3:35])([CH3:34])[O:6][CH2:7][CH2:8][NH:9][C:10]1[CH:15]=[CH:14][C:13]([NH:16][C:17](=[O:33])[C:18]2[CH:23]=[CH:22][CH:21]=[N:20][C:19]=2[NH:24][C:25]([C:27]2[S:28][C:29]([Cl:32])=[CH:30][CH:31]=2)=[O:26])=[CH:12][CH:11]=1)([CH3:4])([CH3:3])[CH3:2].[N:36]#[C:37]Br.C(=O)(O)[O-].[Na+], predict the reaction product. The product is: [Si:5]([O:6][CH2:7][CH2:8][N:9]([C:37]#[N:36])[C:10]1[CH:15]=[CH:14][C:13]([NH:16][C:17](=[O:33])[C:18]2[CH:23]=[CH:22][CH:21]=[N:20][C:19]=2[NH:24][C:25]([C:27]2[S:28][C:29]([Cl:32])=[CH:30][CH:31]=2)=[O:26])=[CH:12][CH:11]=1)([C:1]([CH3:4])([CH3:3])[CH3:2])([CH3:35])[CH3:34]. (8) Given the reactants Br[C:2]1[N:6]([CH:7]([CH3:9])[CH3:8])[C:5]2[CH:10]([C:25]3[CH:30]=[CH:29][C:28]([Cl:31])=[CH:27][CH:26]=3)[N:11]([C:14]3[CH:15]=[C:16]([CH3:24])[C:17]4[N:18]([C:20]([CH3:23])=[N:21][N:22]=4)[CH:19]=3)[C:12](=[O:13])[C:4]=2[N:3]=1.[O:32]1[CH2:36][CH:35]=[C:34](B2OC(C)(C)C(C)(C)O2)[CH2:33]1, predict the reaction product. The product is: [Cl:31][C:28]1[CH:29]=[CH:30][C:25]([CH:10]2[C:5]3[N:6]([CH:7]([CH3:9])[CH3:8])[C:2]([C:34]4[CH2:33][O:32][CH2:36][CH:35]=4)=[N:3][C:4]=3[C:12](=[O:13])[N:11]2[C:14]2[CH:15]=[C:16]([CH3:24])[C:17]3[N:18]([C:20]([CH3:23])=[N:21][N:22]=3)[CH:19]=2)=[CH:26][CH:27]=1.